Dataset: Retrosynthesis with 50K atom-mapped reactions and 10 reaction types from USPTO. Task: Predict the reactants needed to synthesize the given product. (1) Given the product N#Cc1c(-c2cccc(NC(=O)CCN)c2)cc(-c2ccccc2O)nc1NC(=O)c1ccccc1, predict the reactants needed to synthesize it. The reactants are: CC(C)(C)OC(=O)NCCC(=O)Nc1cccc(-c2cc(-c3ccccc3O)nc(NC(=O)c3ccccc3)c2C#N)c1. (2) Given the product C=CC(=O)N[C@@H]1CCCc2ccccc21, predict the reactants needed to synthesize it. The reactants are: C=CC(=O)Cl.N[C@@H]1CCCc2ccccc21. (3) The reactants are: COC(=O)[C@H](CCCNC(=O)OC(C)(C)C)NC(=O)c1cccn(Cc2ccccc2Cl)c1=O. Given the product CC(C)(C)OC(=O)NCCC[C@H](NC(=O)c1cccn(Cc2ccccc2Cl)c1=O)C(=O)O, predict the reactants needed to synthesize it. (4) Given the product CCCCOc1cc(OC)ccc1C(=O)OC, predict the reactants needed to synthesize it. The reactants are: CCCCI.COC(=O)c1ccc(OC)cc1O. (5) Given the product O=C(O)[C@@H]1CC(=O)N1Cc1ccccc1, predict the reactants needed to synthesize it. The reactants are: O=C(OCc1ccccc1)[C@@H]1CC(=O)N1Cc1ccccc1. (6) Given the product COc1c(C)c(Cc2ccc(OCc3ccccc3)c(C=O)c2)c(OC)c(OC)c1OC, predict the reactants needed to synthesize it. The reactants are: BrCc1ccccc1.COc1c(C)c(Cc2ccc(O)c(C=O)c2)c(OC)c(OC)c1OC. (7) The reactants are: C1CNCCN1.N#CC1(c2ccccc2)CCC(=O)CC1. Given the product N#CC1(c2ccccc2)CCC(N2CCNCC2)CC1, predict the reactants needed to synthesize it. (8) Given the product CC(C)(C)OC(=O)N1CCC(CN(c2ccccc2)S(C)(=O)=O)CC1, predict the reactants needed to synthesize it. The reactants are: CC(C)(C)OC(=O)N1CCC(CNc2ccccc2)CC1.CS(=O)(=O)Cl. (9) Given the product C[C@H]1CN(Cc2cccnc2)[C@H](C)CN1c1ccc2nnc(C(F)(F)F)n2n1, predict the reactants needed to synthesize it. The reactants are: C[C@H]1CN[C@H](C)CN1c1ccc2nnc(C(F)(F)F)n2n1.O=Cc1cccnc1. (10) Given the product CC(=O)c1cnc2ccc(Cl)nc2c1N[C@H]1CC[C@H](CN2CCN(C)CC2)CC1, predict the reactants needed to synthesize it. The reactants are: CC(=O)c1cnc2ccc(Cl)nc2c1Cl.CN1CCN(C[C@H]2CC[C@H](N)CC2)CC1.